Dataset: Reaction yield outcomes from USPTO patents with 853,638 reactions. Task: Predict the reaction yield, written as a fraction of the theoretical maximum amount of product (1.0 means a 100% yield; for example, 0.34 means a 34% yield). (1) The reactants are [CH3:1][O:2][C:3]1[CH:8]=[C:7]([O:9][CH3:10])[N:6]=[C:5]([CH2:11][C:12](=O)[CH3:13])[N:4]=1.[CH3:15][O:16][CH2:17][C:18]1[CH:23]=[CH:22][CH:21]=[CH:20][C:19]=1[NH:24]N.C1(C)C=CC=CC=1.O. The catalyst is [Cl-].[Zn+2].[Cl-].C(OCC)(=O)C. The product is [CH3:1][O:2][C:3]1[CH:8]=[C:7]([O:9][CH3:10])[N:6]=[C:5]([C:11]2[C:20]3[C:19](=[C:18]([CH2:17][O:16][CH3:15])[CH:23]=[CH:22][CH:21]=3)[NH:24][C:12]=2[CH3:13])[N:4]=1. The yield is 0.460. (2) The reactants are [NH2:1][C:2]1[C:11]2[C:6](=[C:7](Br)[CH:8]=[CH:9][CH:10]=2)[N:5]=[N:4][C:3]=1[C:13]([NH:15][CH2:16][CH2:17][CH3:18])=[O:14].[CH3:19][N:20]1[CH:24]=[C:23](B2OC(C)(C)C(C)(C)O2)[CH:22]=[N:21]1. No catalyst specified. The product is [NH2:1][C:2]1[C:11]2[C:6](=[C:7]([C:23]3[CH:22]=[N:21][N:20]([CH3:19])[CH:24]=3)[CH:8]=[CH:9][CH:10]=2)[N:5]=[N:4][C:3]=1[C:13]([NH:15][CH2:16][CH2:17][CH3:18])=[O:14]. The yield is 0.820. (3) The reactants are [OH-].[K+].[I:3][C:4]1[CH:5]=C(C#N)[C:7]([Cl:14](=O)=O)=[N:8][C:9]=1[C:10]([CH3:13])([CH3:12])[CH3:11].[C:19]([O:22]CC)(=[O:21])[CH3:20]. The catalyst is O.CC(O)C. The product is [I:3][C:4]1[CH:5]=[C:20]([C:19]([OH:22])=[O:21])[C:7]([Cl:14])=[N:8][C:9]=1[C:10]([CH3:12])([CH3:11])[CH3:13]. The yield is 0.450.